Dataset: Forward reaction prediction with 1.9M reactions from USPTO patents (1976-2016). Task: Predict the product of the given reaction. Given the reactants [Mg].Br[CH2:3][CH2:4][CH2:5][CH2:6][CH3:7].[CH2:8]([N:10]([CH2:18][CH:19]=[CH:20][C:21]1[CH:26]=[CH:25][CH:24]=[CH:23][CH:22]=1)[CH2:11][CH2:12][C:13]([O:15]CC)=O)[CH3:9].[Cl-].[NH4+], predict the reaction product. The product is: [CH2:8]([N:10]([CH2:18][CH:19]=[CH:20][C:21]1[CH:22]=[CH:23][CH:24]=[CH:25][CH:26]=1)[CH2:11][CH2:12][C:13]([OH:15])([CH2:3][CH2:4][CH2:5][CH2:6][CH3:7])[CH2:3][CH2:4][CH2:5][CH2:6][CH3:7])[CH3:9].